The task is: Predict the reaction yield, written as a fraction of the theoretical maximum amount of product (1.0 means a 100% yield; for example, 0.34 means a 34% yield).. This data is from Reaction yield outcomes from USPTO patents with 853,638 reactions. (1) The product is [C:10]1([CH2:9][O:8][C:6]([N:4]2[CH2:3][C:2]([C@H:16]3[CH2:21][CH2:20][CH2:19][CH2:18][N:17]3[C:22]([O:24][C:25]([CH3:28])([CH3:27])[CH3:26])=[O:23])([O:1][C:32](=[O:33])[C@:31]([O:30][CH3:29])([C:39]3[CH:40]=[CH:41][CH:42]=[CH:43][CH:44]=3)[C:35]([F:37])([F:38])[F:36])[CH2:5]2)=[O:7])[CH:15]=[CH:14][CH:13]=[CH:12][CH:11]=1. The yield is 0.0500. The reactants are [OH:1][C:2]1([CH:16]2[CH2:21][CH2:20][CH2:19][CH2:18][N:17]2[C:22]([O:24][C:25]([CH3:28])([CH3:27])[CH3:26])=[O:23])[CH2:5][N:4]([C:6]([O:8][CH2:9][C:10]2[CH:15]=[CH:14][CH:13]=[CH:12][CH:11]=2)=[O:7])[CH2:3]1.[CH3:29][O:30][C@:31]([C:39]1[CH:44]=[CH:43][CH:42]=[CH:41][CH:40]=1)([C:35]([F:38])([F:37])[F:36])[C:32](Cl)=[O:33]. The catalyst is ClCCl.CN(C1C=CN=CC=1)C. (2) The yield is 0.180. The catalyst is O1CCOCC1.O.[Fe].O.O.O.O.O.O.O.S([O-])([O-])(=O)=O.[Fe+2]. The product is [NH2:8][C:5]1[S:4][C:3]([C:11]([N:13]2[CH2:18][CH2:17][O:16][CH2:15][CH2:14]2)=[O:12])=[C:2]([Cl:1])[C:6]=1[CH3:7]. The reactants are [Cl:1][C:2]1[C:6]([CH3:7])=[C:5]([N+:8]([O-])=O)[S:4][C:3]=1[C:11]([N:13]1[CH2:18][CH2:17][O:16][CH2:15][CH2:14]1)=[O:12]. (3) The reactants are [F:1][C:2]1[N:9]=[C:8](F)[C:7]([F:11])=[CH:6][C:3]=1[C:4]#[N:5].C(N(CC)CC)C.[CH3:19][C:20]1[NH:24][N:23]=[C:22]([NH2:25])[CH:21]=1. The catalyst is C(#N)C. The product is [F:1][C:2]1[N:9]=[C:8]([NH:25][C:22]2[CH:21]=[C:20]([CH3:19])[NH:24][N:23]=2)[C:7]([F:11])=[CH:6][C:3]=1[C:4]#[N:5]. The yield is 0.290. (4) The yield is 0.713. The catalyst is C(O)(C)C.C(#N)C.[BH4-].[Zn+2].[BH4-]. The product is [CH:2]1([CH2:5][C:6]([F:15])([F:14])[CH2:7][C@H:8]([NH:13][C@@H:18]([C:20]2[CH:25]=[CH:24][CH:23]=[CH:22][CH:21]=2)[C:17]([F:26])([F:16])[F:27])[C:9]([OH:11])=[O:10])[CH2:4][CH2:3]1. The reactants are Cl.[CH:2]1([CH2:5][C:6]([F:15])([F:14])[CH2:7][C@H:8]([NH2:13])[C:9]([O:11]C)=[O:10])[CH2:4][CH2:3]1.[F:16][C:17]([F:27])([F:26])[C:18]([C:20]1[CH:25]=[CH:24][CH:23]=[CH:22][CH:21]=1)=O.C(=O)([O-])[O-].[K+].[K+].CO. (5) The reactants are [CH3:1][N:2]([CH3:32])[C:3]([C:5]1[N:26]([CH:27]2[CH2:31][CH2:30][CH2:29][CH2:28]2)[C:8]2[N:9]=[C:10]([NH:13][C:14]3[CH:19]=[CH:18][C:17]([N:20]4[CH2:25][CH2:24][NH:23][CH2:22][CH2:21]4)=[CH:16][N:15]=3)[N:11]=[CH:12][C:7]=2[CH:6]=1)=[O:4].Br[CH2:34][CH:35]1[CH2:40][CH2:39][CH2:38][CH2:37][CH2:36]1. No catalyst specified. The product is [CH3:1][N:2]([CH3:32])[C:3]([C:5]1[N:26]([CH:27]2[CH2:31][CH2:30][CH2:29][CH2:28]2)[C:8]2[N:9]=[C:10]([NH:13][C:14]3[CH:19]=[CH:18][C:17]([N:20]4[CH2:21][CH2:22][N:23]([CH2:34][CH:35]5[CH2:40][CH2:39][CH2:38][CH2:37][CH2:36]5)[CH2:24][CH2:25]4)=[CH:16][N:15]=3)[N:11]=[CH:12][C:7]=2[CH:6]=1)=[O:4]. The yield is 0.630.